Dataset: Experimentally validated miRNA-target interactions with 360,000+ pairs, plus equal number of negative samples. Task: Binary Classification. Given a miRNA mature sequence and a target amino acid sequence, predict their likelihood of interaction. (1) The miRNA is hsa-miR-548z with sequence CAAAAACCGCAAUUACUUUUGCA. The protein sequence of the target gene is MEDAPERTPSSSESTQPPGLAREPEVVSPGDSEGCARPLDTVPKKLCGYLSKFGGKGPIKGWKCRWFFYDERKCHLYYSRTAQDANPLDSIDLSSAVFDCKADAEEEGTFEIKTPSRVITLKAATKQAMLYWLQQLQMKRWEFHNSPPALPATPAAALAENGPTLHLKLEQEEAELEEFLCPVKTPTGLVGAAAALQPVPAVPSALQNISLKHLGTEIQNTMHNIRGNKQAQAAAHGPLVEDSPQGGEPQSGEQPSISDPSLPEKEPEDPAKSAPRSSVPSGPTQKPKRQSNTFPFFSDG.... Result: 0 (no interaction). (2) The miRNA is hsa-miR-301b-3p with sequence CAGUGCAAUGAUAUUGUCAAAGC. The protein sequence of the target gene is MAEPWGNELASAAARGDLEQLTSLLQNNVNVNAQNGFGRTALQVMKLGNPEIARRLLLRGANPDLKDRTGFAVIHDAARAGFLDTLQTLLEFQADVNIEDNEGNLPLHLAAKEGHLRVVEFLVKHTASNVGHRNHKGDTACDLARLYGRNEVVSLMQANGAGGATNLQ. Result: 0 (no interaction). (3) Result: 1 (interaction). The miRNA is hsa-miR-335-5p with sequence UCAAGAGCAAUAACGAAAAAUGU. The protein sequence of the target gene is MSDPEMGWVPEPPTMTLGASRVELRVSCHGLLDRDTLTKPHPCVLLKLYSDEQWVEVERTEVLRSCSSPVFSRVLALEYFFEEKQPLQFHVFDAEDGATSPRNDTFLGSTECTLGQIVSQTKVTKPLLLKNGKTAGKSTITIVAEEVSGTNDYVQLTFRAYKLDNKDLFSKSDPFMEIYKTNEDQSDQLVWRTEVVKNNLNPSWEPFRLSLHSLCSCDVHRPLKFLVYDYDSSGKHDFIGEFTSTFQEMQEGTANPGQEMQWDCINPKYRDKKKNYKSSGTVVLAQCTVEKVHTFLDYIM.... (4) The miRNA is hsa-miR-6758-5p with sequence UAGAGAGGGGAAGGAUGUGAUGU. The protein sequence of the target gene is MEQAPPDPERQLQPAPLEPLGSPDAGLGAAVGKEAEGAGEESSGVDTMTHNNFWLKKIEISVSEAEKRTGRNAMNMQETYTAYLIETRSVEHTDGQSVLTDSLWRRYSEFELLRSYLLVYYPHIVVPPLPEKRAEFVWHKLSADNMDPDFVERRRIGLENFLLRIASHPILCRDKIFYLFLTQEGNWKETVNETGFQLKADSRLKALNATFRVKNPDKRFTDLKHYSDELQSVISHLLRVRARVADRLYGVYKVHGNYGRVFSEWSAIEKEMGDGLQSAGHHMDVYASSIDDILEDEEHY.... Result: 1 (interaction). (5) The miRNA is mmu-miR-141-3p with sequence UAACACUGUCUGGUAAAGAUGG. The protein sequence of the target gene is MAEISDLDRQIEQLRRCELIKESEVKALCAKAREILVEESNVQRVDSPVTVCGDIHGQFYDLKELFRVGGDVPETNYLFMGDFVDRGFYSVETFLLLLALKVRYPDRITLIRGNHESRQITQVYGFYDECLRKYGSVTVWRYCTEIFDYLSLSAIIDGKIFCVHGGLSPSIQTLDQIRTIDRKQEVPHDGPMCDLLWSDPEDTTGWGVSPRGAGYLFGSDVVAQFNAANDIDMICRAHQLVMEGYKWHFNETVLTVWSAPNYCYRCGNVAAILELDEHLQKDFIIFEAAPQETRGIPSKK.... Result: 0 (no interaction). (6) The miRNA is hsa-miR-4257 with sequence CCAGAGGUGGGGACUGAG. The protein sequence of the target gene is MQWNVPRTMSRLALRTFVEAQKARLFDHHWRIKGPLLVHRGEYRVAWTPHLRKQWLHLSAVQCLAKQRNLLDAQPPQLGTLRQERWEQDILSKRVLSSSSTSQETPSEKKEETDPLQDKSISLYQRFKKTFRQYGKVLIPVHLITSGIWFGTFYYATIKGVNVIPFLEVIGLPDSIVDILKNSQSGNALTAYAMFKIATPARYTVTLGGTSFTVKYLRSHGYMSTPPPVKEYLQGRMEETKELITEKMEETKDRLTEKLQETKGKVSFKKKVE. Result: 0 (no interaction).